This data is from Full USPTO retrosynthesis dataset with 1.9M reactions from patents (1976-2016). The task is: Predict the reactants needed to synthesize the given product. (1) Given the product [CH2:4]([O:3][C:1](=[O:2])/[C:6](/[CH3:7])=[CH:39]/[C:38]1[CH:41]=[CH:42][C:35]([O:34][CH2:27][C:28]2[CH:33]=[CH:32][CH:31]=[CH:30][CH:29]=2)=[CH:36][CH:37]=1)[CH3:5], predict the reactants needed to synthesize it. The reactants are: [C:1]([CH2:6][CH:7]=P(C1C=CC=CC=1)(C1C=CC=CC=1)C1C=CC=CC=1)([O:3][CH2:4][CH3:5])=[O:2].[CH2:27]([O:34][C:35]1[CH:42]=[CH:41][C:38]([CH:39]=O)=[CH:37][CH:36]=1)[C:28]1[CH:33]=[CH:32][CH:31]=[CH:30][CH:29]=1. (2) Given the product [N:32]1([CH2:39][CH2:40][O:41][C:42]2[CH:50]=[CH:49][C:45]([CH2:46][CH2:53][CH2:52][NH:51][C:20]3[CH:21]=[C:22]([O:25][CH3:26])[CH:23]=[CH:24][C:19]=3[CH:17]3[CH2:16][CH2:15][CH2:14][C:13]4[CH:30]=[C:9]([OH:8])[CH:10]=[CH:11][C:12]=4[CH2:18]3)=[CH:44][CH:43]=2)[CH2:38][CH2:37][CH2:36][CH2:35][CH2:34][CH2:33]1, predict the reactants needed to synthesize it. The reactants are: [Si]([O:8][C:9]1[CH:10]=[CH:11][C:12]2[CH2:18][CH:17]([C:19]3[CH:24]=[CH:23][C:22]([O:25][CH3:26])=[CH:21][C:20]=3CCN)[CH2:16][CH2:15][CH2:14][C:13]=2[CH:30]=1)(C(C)(C)C)(C)C.Cl.[N:32]1([CH2:39][CH2:40][O:41][C:42]2[CH:50]=[CH:49][C:45]([C:46](O)=O)=[CH:44][CH:43]=2)[CH2:38][CH2:37][CH2:36][CH2:35][CH2:34][CH2:33]1.[N:51]1(CCOC2C=CC(CNCCC3C=C(OC)C=CC=3C3CCCC4C=C(O[Si](C(C)(C)C)(C)C)C=CC=4C3)=CC=2)CCCC[CH2:53][CH2:52]1. (3) The reactants are: [C:1]1(B(O)O)[CH2:6][CH2:5][CH2:4][CH2:3][CH:2]=1.[NH2:10][C:11]1[CH:16]=[CH:15][C:14]([S:17]([NH:20][C:21]([CH3:24])([CH3:23])[CH3:22])(=[O:19])=[O:18])=[CH:13][C:12]=1Br. Given the product [NH2:10][C:11]1[CH:16]=[CH:15][C:14]([S:17]([NH:20][C:21]([CH3:24])([CH3:23])[CH3:22])(=[O:19])=[O:18])=[CH:13][C:12]=1[C:1]1[CH2:6][CH2:5][CH2:4][CH2:3][CH:2]=1, predict the reactants needed to synthesize it. (4) Given the product [Si:1]([O:8][CH2:9][CH:10]([N:18]([CH2:28][CH2:29][CH:30]([CH3:32])[CH3:31])[S:19]([C:22]1[CH:27]=[CH:26][CH:25]=[CH:24][CH:23]=1)(=[O:20])=[O:21])[C:11]1[S:12][CH:13]=[C:14](/[CH:16]=[N:39]/[S:37]([C:34]([CH3:36])([CH3:35])[CH3:33])=[O:38])[CH:15]=1)([C:4]([CH3:6])([CH3:5])[CH3:7])([CH3:2])[CH3:3], predict the reactants needed to synthesize it. The reactants are: [Si:1]([O:8][CH2:9][CH:10]([N:18]([CH2:28][CH2:29][CH:30]([CH3:32])[CH3:31])[S:19]([C:22]1[CH:27]=[CH:26][CH:25]=[CH:24][CH:23]=1)(=[O:21])=[O:20])[C:11]1[S:12][CH:13]=[C:14]([CH:16]=O)[CH:15]=1)([C:4]([CH3:7])([CH3:6])[CH3:5])([CH3:3])[CH3:2].[CH3:33][C:34]([S:37]([NH2:39])=[O:38])([CH3:36])[CH3:35]. (5) Given the product [OH:1][CH2:2][C:3]1[CH:8]=[C:7]([CH3:9])[N:6]=[C:5]([O:10][C@@H:11]([C:16]([O:29][CH3:30])([C:17]2[CH:22]=[CH:21][CH:20]=[CH:19][CH:18]=2)[C:23]2[CH:24]=[CH:25][CH:26]=[CH:27][CH:28]=2)[C:12]([OH:14])=[O:13])[N:4]=1, predict the reactants needed to synthesize it. The reactants are: [OH:1][CH2:2][C:3]1[CH:8]=[C:7]([CH3:9])[N:6]=[C:5]([O:10][C@@H:11]([C:16]([O:29][CH3:30])([C:23]2[CH:28]=[CH:27][CH:26]=[CH:25][CH:24]=2)[C:17]2[CH:22]=[CH:21][CH:20]=[CH:19][CH:18]=2)[C:12]([O:14]C)=[O:13])[N:4]=1.[OH-].[Na+]. (6) Given the product [Br:25][CH2:9][C:7]1[C:6]([C:10]2[CH:15]=[CH:14][C:13]([O:16][CH3:17])=[CH:12][CH:11]=2)=[CH:5][N:4]=[C:3]([O:2][CH3:1])[CH:8]=1, predict the reactants needed to synthesize it. The reactants are: [CH3:1][O:2][C:3]1[CH:8]=[C:7]([CH3:9])[C:6]([C:10]2[CH:15]=[CH:14][C:13]([O:16][CH3:17])=[CH:12][CH:11]=2)=[CH:5][N:4]=1.C1C(=O)N([Br:25])C(=O)C1.